This data is from Full USPTO retrosynthesis dataset with 1.9M reactions from patents (1976-2016). The task is: Predict the reactants needed to synthesize the given product. Given the product [Br:6][C:7]1[C:11]([N+:18]([O-:20])=[O:19])=[C:10]([Br:12])[S:9][C:8]=1[C:13]([O:15][CH2:16][CH3:17])=[O:14], predict the reactants needed to synthesize it. The reactants are: S(=O)(=O)(O)O.[Br:6][C:7]1[CH:11]=[C:10]([Br:12])[S:9][C:8]=1[C:13]([O:15][CH2:16][CH3:17])=[O:14].[N+:18]([O-])([OH:20])=[O:19].